Dataset: Forward reaction prediction with 1.9M reactions from USPTO patents (1976-2016). Task: Predict the product of the given reaction. (1) Given the reactants [CH2:1]([O:8][C:9](=[O:23])[NH:10]C(C1N=C2C=NC=CN2C=1I)C)[C:2]1[CH:7]=[CH:6][CH:5]=[CH:4][CH:3]=1.C([Sn](CCCC)(CCCC)C1C=CC=CN=1)CCC, predict the reaction product. The product is: [CH2:1]([O:8][C:9](=[O:23])[NH2:10])[C:2]1[CH:7]=[CH:6][CH:5]=[CH:4][CH:3]=1. (2) Given the reactants [CH:1]1([CH2:4][O:5][C:6]2[CH:11]=[C:10]([F:12])[CH:9]=[CH:8][C:7]=2[C:13]2[C:14]3[N:21]([CH2:22][O:23][CH2:24][CH2:25][Si:26]([CH3:29])([CH3:28])[CH3:27])[C:20]([CH3:30])=[C:19]([C:31](O)=[O:32])[C:15]=3[N:16]=[CH:17][N:18]=2)[CH2:3][CH2:2]1.[NH2:34][CH:35]1[CH2:40][CH2:39][N:38]([C:41]([O:43][C:44]([CH3:47])([CH3:46])[CH3:45])=[O:42])[CH2:37][CH2:36]1, predict the reaction product. The product is: [CH:1]1([CH2:4][O:5][C:6]2[CH:11]=[C:10]([F:12])[CH:9]=[CH:8][C:7]=2[C:13]2[C:14]3[N:21]([CH2:22][O:23][CH2:24][CH2:25][Si:26]([CH3:27])([CH3:29])[CH3:28])[C:20]([CH3:30])=[C:19]([C:31]([NH:34][CH:35]4[CH2:36][CH2:37][N:38]([C:41]([O:43][C:44]([CH3:47])([CH3:46])[CH3:45])=[O:42])[CH2:39][CH2:40]4)=[O:32])[C:15]=3[N:16]=[CH:17][N:18]=2)[CH2:3][CH2:2]1. (3) Given the reactants Cl[C:2]1[CH:7]=[C:6]([C:8]([C:10]2[CH:15]=[C:14]([Br:16])[CH:13]=[C:12]([Br:17])[CH:11]=2)=[O:9])[CH:5]=[CH:4][N:3]=1.[NH:18]1[CH2:23][CH2:22][O:21][CH2:20][CH2:19]1, predict the reaction product. The product is: [Br:17][C:12]1[CH:11]=[C:10]([C:8]([C:6]2[CH:5]=[CH:4][N:3]=[C:2]([N:18]3[CH2:23][CH2:22][O:21][CH2:20][CH2:19]3)[CH:7]=2)=[O:9])[CH:15]=[C:14]([Br:16])[CH:13]=1. (4) The product is: [F:1][C:2]([F:31])([F:30])[C:3]1[CH:4]=[C:5]([C@H:9]([O:11][C:12](=[O:29])[NH:13][C:14]2[C:15]([CH3:28])=[N:16][O:17][C:18]=2[C:19]2[CH:24]=[CH:23][C:22]([C:40]3[CH:41]=[CH:42][C:43]([C:46]4([C:49]([NH:51][S:52]([CH3:55])(=[O:54])=[O:53])=[O:50])[CH2:48][CH2:47]4)=[CH:44][CH:45]=3)=[CH:21][C:20]=2[O:26][CH3:27])[CH3:10])[CH:6]=[CH:7][CH:8]=1. Given the reactants [F:1][C:2]([F:31])([F:30])[C:3]1[CH:4]=[C:5]([C@H:9]([O:11][C:12](=[O:29])[NH:13][C:14]2[C:15]([CH3:28])=[N:16][O:17][C:18]=2[C:19]2[CH:24]=[CH:23][C:22](Br)=[CH:21][C:20]=2[O:26][CH3:27])[CH3:10])[CH:6]=[CH:7][CH:8]=1.CC1(C)C(C)(C)OB([C:40]2[CH:45]=[CH:44][C:43]([C:46]3([C:49]([NH:51][S:52]([CH3:55])(=[O:54])=[O:53])=[O:50])[CH2:48][CH2:47]3)=[CH:42][CH:41]=2)O1, predict the reaction product.